This data is from Reaction yield outcomes from USPTO patents with 853,638 reactions. The task is: Predict the reaction yield, written as a fraction of the theoretical maximum amount of product (1.0 means a 100% yield; for example, 0.34 means a 34% yield). (1) The reactants are [CH3:1][O:2][C:3]1[CH:4]=[C:5]([C:9]2[CH:14]=[CH:13][CH:12]=[C:11]([CH:15]3[S:20][CH2:19][CH2:18][CH2:17][S:16]3)[CH:10]=2)[CH:6]=[CH:7][CH:8]=1.[Si:21]([O:38][C:39]1[CH:40]=[C:41]([CH:44]=[CH:45][CH:46]=1)[CH:42]=[O:43])([C:34]([CH3:37])([CH3:36])[CH3:35])([C:28]1[CH:33]=[CH:32][CH:31]=[CH:30][CH:29]=1)[C:22]1[CH:27]=[CH:26][CH:25]=[CH:24][CH:23]=1. No catalyst specified. The product is [Si:21]([O:38][C:39]1[CH:40]=[C:41]([CH:42]([C:15]2([C:11]3[CH:10]=[C:9]([C:5]4[CH:6]=[CH:7][CH:8]=[C:3]([O:2][CH3:1])[CH:4]=4)[CH:14]=[CH:13][CH:12]=3)[S:16][CH2:17][CH2:18][CH2:19][S:20]2)[OH:43])[CH:44]=[CH:45][CH:46]=1)([C:34]([CH3:35])([CH3:36])[CH3:37])([C:28]1[CH:33]=[CH:32][CH:31]=[CH:30][CH:29]=1)[C:22]1[CH:23]=[CH:24][CH:25]=[CH:26][CH:27]=1. The yield is 0.390. (2) The reactants are [O:1]=[C:2]1[CH2:7][C:6](=[O:8])[CH2:5][CH2:4][N:3]1C(OC(C)(C)C)=O.[Li+].C[Si]([N-][Si](C)(C)C)(C)C.Br[CH2:27][CH2:28][CH2:29][O:30][CH2:31][C:32]1[CH:37]=[CH:36][CH:35]=[CH:34][CH:33]=1.OS([O-])(=O)=O.[K+]. The catalyst is C1COCC1. The product is [CH2:31]([O:30][CH2:29][CH2:28][CH2:27][CH:5]1[CH2:4][NH:3][C:2](=[O:1])[CH2:7][C:6]1=[O:8])[C:32]1[CH:37]=[CH:36][CH:35]=[CH:34][CH:33]=1. The yield is 0.820. (3) The product is [O:45]=[C:44]([N:46]1[CH2:47][CH2:48][N:49]([C:52](=[O:63])[C:53]2[CH:58]=[CH:57][CH:56]=[CH:55][C:54]=2[C:59]([F:62])([F:61])[F:60])[CH2:50][CH2:51]1)[CH2:43][NH:42][C:17]([C:14]1[CH:13]=[N:12][C:11]([OH:10])=[CH:16][N:15]=1)=[O:19]. The yield is 0.329. The catalyst is CN(C=O)C. The reactants are CCN(C(C)C)C(C)C.[OH:10][C:11]1[N:12]=[CH:13][C:14]([C:17]([OH:19])=O)=[N:15][CH:16]=1.C1C=CC2N(O)N=NC=2C=1.CCN=C=NCCCN(C)C.Cl.[NH2:42][CH2:43][C:44]([N:46]1[CH2:51][CH2:50][N:49]([C:52](=[O:63])[C:53]2[CH:58]=[CH:57][CH:56]=[CH:55][C:54]=2[C:59]([F:62])([F:61])[F:60])[CH2:48][CH2:47]1)=[O:45]. (4) The reactants are O[C:2]1([C:15]2[CH:20]=[CH:19][CH:18]=[C:17]([O:21][CH3:22])[CH:16]=2)[CH2:7][CH2:6][N:5](C(OC(C)(C)C)=O)[CH2:4][CH2:3]1.C(N(S(F)(F)[F:29])CC)C.[ClH:32]. No catalyst specified. The product is [ClH:32].[CH3:22][O:21][C:17]1[CH:16]=[C:15]([C:2]2([F:29])[CH2:7][CH2:6][NH:5][CH2:4][CH2:3]2)[CH:20]=[CH:19][CH:18]=1. The yield is 0.760. (5) The reactants are [C:1]([C:4]1[CH:9]=[CH:8][C:7]([NH:10][C:11]2[C:12]3[C:19]([CH3:20])=[C:18]([C:21]([O:23]C)=O)[S:17][C:13]=3[N:14]=[CH:15][N:16]=2)=[C:6]([O:25][CH2:26][CH3:27])[CH:5]=1)(=[O:3])[NH2:2].[Cl-].[NH4+:29]. The catalyst is N.CO. The product is [C:1]([C:4]1[CH:9]=[CH:8][C:7]([NH:10][C:11]2[C:12]3[C:19]([CH3:20])=[C:18]([C:21]([NH2:29])=[O:23])[S:17][C:13]=3[N:14]=[CH:15][N:16]=2)=[C:6]([O:25][CH2:26][CH3:27])[CH:5]=1)(=[O:3])[NH2:2]. The yield is 0.630.